Dataset: Forward reaction prediction with 1.9M reactions from USPTO patents (1976-2016). Task: Predict the product of the given reaction. Given the reactants Cl[C:2]([O:4][CH2:5][CH3:6])=[O:3].Cl.[NH2:8][C:9]1[N:14]=[C:13]([C:15]2[CH:24]=[C:23]3[C:18]([CH2:19][CH2:20][N:21]([C:25]([O:27][CH:28]4[CH2:33][CH2:32][NH:31][CH2:30][CH2:29]4)=[O:26])[CH2:22]3)=[CH:17][CH:16]=2)[CH:12]=[C:11]([N:34]2[CH2:39][CH2:38][N:37]([CH3:40])[CH2:36][CH2:35]2)[N:10]=1, predict the reaction product. The product is: [NH2:8][C:9]1[N:14]=[C:13]([C:15]2[CH:24]=[C:23]3[C:18]([CH2:19][CH2:20][N:21]([C:25]([O:27][CH:28]4[CH2:33][CH2:32][N:31]([C:2]([O:4][CH2:5][CH3:6])=[O:3])[CH2:30][CH2:29]4)=[O:26])[CH2:22]3)=[CH:17][CH:16]=2)[CH:12]=[C:11]([N:34]2[CH2:39][CH2:38][N:37]([CH3:40])[CH2:36][CH2:35]2)[N:10]=1.